Dataset: Retrosynthesis with 50K atom-mapped reactions and 10 reaction types from USPTO. Task: Predict the reactants needed to synthesize the given product. (1) Given the product O=C(O)c1ccc(N2CCC(c3ccc4c(c3)CCN(C3CCC3)CC4)CC2)cn1, predict the reactants needed to synthesize it. The reactants are: CC(C)(C)OC(=O)c1ccc(N2CCC(c3ccc4c(c3)CCN(C3CCC3)CC4)CC2)cn1. (2) Given the product CCCN1CCN(c2cc(-c3ccc(Sc4ccccc4OC)c(C(F)(F)F)c3)ccn2)CC1, predict the reactants needed to synthesize it. The reactants are: CCCN1CCNCC1.COc1ccccc1Sc1ccc(-c2ccnc(Cl)c2)cc1C(F)(F)F. (3) Given the product CNC(=O)C(c1ccccc1)N1CCc2ncccc2C1CCc1ccc(OC)cc1, predict the reactants needed to synthesize it. The reactants are: CNC(=O)C(Br)c1ccccc1.COc1ccc(CCC2NCCc3ncccc32)cc1. (4) Given the product Cc1cnc(-c2ccc(C3(c4nnc5n4CCSC(C)(CO)C5)CC3)cc2)nc1, predict the reactants needed to synthesize it. The reactants are: Cc1cnc(-c2ccc(C3(c4nnc5n4CCSC(C)(CO[Si](C)(C)C(C)(C)C)C5)CC3)cc2)nc1.